From a dataset of Full USPTO retrosynthesis dataset with 1.9M reactions from patents (1976-2016). Predict the reactants needed to synthesize the given product. (1) Given the product [Br:59][C:56]1[CH:57]=[CH:58][C:53]([C:40]2[CH:39]=[CH:38][C:37]([CH2:36][C:11]3[N:12]([C:14]4[CH:19]=[CH:18][C:17]([N:20]5[S:24](=[O:25])(=[O:26])[N:23]([CH2:27][O:28][CH2:29][CH2:30][Si:31]([CH3:32])([CH3:33])[CH3:34])[C:22](=[O:35])[CH2:21]5)=[CH:16][CH:15]=4)[CH:13]=[C:9]([C:3]4[CH:4]=[CH:5][C:6]([Cl:8])=[CH:7][C:2]=4[Cl:1])[N:10]=3)=[CH:42][CH:41]=2)=[N:54][CH:55]=1, predict the reactants needed to synthesize it. The reactants are: [Cl:1][C:2]1[CH:7]=[C:6]([Cl:8])[CH:5]=[CH:4][C:3]=1[C:9]1[N:10]=[C:11]([CH2:36][C:37]2[CH:42]=[CH:41][C:40](B3OC(C)(C)C(C)(C)O3)=[CH:39][CH:38]=2)[N:12]([C:14]2[CH:19]=[CH:18][C:17]([N:20]3[S:24](=[O:26])(=[O:25])[N:23]([CH2:27][O:28][CH2:29][CH2:30][Si:31]([CH3:34])([CH3:33])[CH3:32])[C:22](=[O:35])[CH2:21]3)=[CH:16][CH:15]=2)[CH:13]=1.Br[C:53]1[CH:58]=[CH:57][C:56]([Br:59])=[CH:55][N:54]=1. (2) Given the product [CH3:1][O:2][C:3](=[O:14])[CH2:4][CH2:5][C:6]1[CH:11]=[CH:10][C:9]([NH:12][CH2:26][CH:23]([C:22]2[S:21][C:20]([C:27]3[CH:32]=[CH:31][C:30]([C:33]([F:34])([F:35])[F:36])=[CH:29][CH:28]=3)=[N:19][C:18]=2[CH:15]([CH3:17])[CH3:16])[CH3:24])=[CH:8][C:7]=1[CH3:13], predict the reactants needed to synthesize it. The reactants are: [CH3:1][O:2][C:3](=[O:14])[CH2:4][CH2:5][C:6]1[CH:11]=[CH:10][C:9]([NH2:12])=[CH:8][C:7]=1[CH3:13].[CH:15]([C:18]1[N:19]=[C:20]([C:27]2[CH:32]=[CH:31][C:30]([C:33]([F:36])([F:35])[F:34])=[CH:29][CH:28]=2)[S:21][C:22]=1[CH:23]([CH3:26])[CH:24]=O)([CH3:17])[CH3:16].C(O)(=O)C.C(O[BH-](OC(=O)C)OC(=O)C)(=O)C.[Na+].